Predict the product of the given reaction. From a dataset of Forward reaction prediction with 1.9M reactions from USPTO patents (1976-2016). Given the reactants CS(Cl)(=O)=O.C1(C)C(S(Cl)(=O)=O)=C[CH:9]=[CH:10][CH:11]=1.FC(F)(F)S(OS(C(F)(F)F)(=O)=O)(=O)=O.[CH2:32](OCC)C.[N:37]1[CH:42]=[CH:41]C=[CH:39][CH:38]=1, predict the reaction product. The product is: [CH:42]([N:37]([CH2:38][CH3:39])[CH:10]([CH3:9])[CH3:11])([CH3:41])[CH3:32].